Dataset: Catalyst prediction with 721,799 reactions and 888 catalyst types from USPTO. Task: Predict which catalyst facilitates the given reaction. Reactant: C(OC([N:8]1[CH2:13][CH2:12][N:11]([C:14]([C:16]2[N:20]3[N:21]=[CH:22][C:23]([OH:25])=[CH:24][C:19]3=[C:18]([C:26]3[CH:31]=[CH:30][CH:29]=[CH:28][CH:27]=3)[C:17]=2[CH2:32][C:33]2[CH:38]=[CH:37][CH:36]=[C:35]([F:39])[C:34]=2[CH3:40])=[O:15])[CH2:10][CH2:9]1)=O)(C)(C)C.Cl.O1CCOCC1. Product: [F:39][C:35]1[C:34]([CH3:40])=[C:33]([CH:38]=[CH:37][CH:36]=1)[CH2:32][C:17]1[C:18]([C:26]2[CH:31]=[CH:30][CH:29]=[CH:28][CH:27]=2)=[C:19]2[CH:24]=[C:23]([OH:25])[CH:22]=[N:21][N:20]2[C:16]=1[C:14]([N:11]1[CH2:12][CH2:13][NH:8][CH2:9][CH2:10]1)=[O:15]. The catalyst class is: 2.